Predict the reactants needed to synthesize the given product. From a dataset of Full USPTO retrosynthesis dataset with 1.9M reactions from patents (1976-2016). Given the product [Cl:1][C:2]1[CH:29]=[CH:28][CH:27]=[CH:26][C:3]=1[CH:4]([OH:5])[C:6]1[S:10][C:9]([NH:11][C:12]([C:14]2([C:17]3[CH:25]=[CH:24][C:20]4[O:21][CH2:22][O:23][C:19]=4[CH:18]=3)[CH2:15][CH2:16]2)=[O:13])=[N:8][CH:7]=1, predict the reactants needed to synthesize it. The reactants are: [Cl:1][C:2]1[CH:29]=[CH:28][CH:27]=[CH:26][C:3]=1[C:4]([C:6]1[S:10][C:9]([NH:11][C:12]([C:14]2([C:17]3[CH:25]=[CH:24][C:20]4[O:21][CH2:22][O:23][C:19]=4[CH:18]=3)[CH2:16][CH2:15]2)=[O:13])=[N:8][CH:7]=1)=[O:5].[BH4-].[Na+].